Dataset: Drug-target binding data from BindingDB using Ki measurements. Task: Regression. Given a target protein amino acid sequence and a drug SMILES string, predict the binding affinity score between them. We predict pKi (pKi = -log10(Ki in M); higher means stronger inhibition). Dataset: bindingdb_ki. The small molecule is CS(=O)(=O)c1ccc(C2=C(c3ccccc3)C(=O)OC2)cc1. The target protein (P34980) has sequence MAGVWAPEHSVEAHSNQSSAADGCGSVSVAFPITMMVTGFVGNALAMLLVVRSYRRRESKRKKSFLLCIGWLALTDLVGQLLTSPVVILVYLSQRRWEQLDPSGRLCTFFGLTMTVFGLSSLLVASAMAVERALAIRAPHWYASHMKTRATPVLLGVWLSVLAFALLPVLGVGRYSVQWPGTWCFISTGPAGNETDSAREPGSVAFASAFACLGLLALVVTFACNLATIKALVSRCRAKAAASQSSAQWGRITTETAIQLMGIMCVLSVCWSPLLIMMLKMIFNQMSVEQCKTQMGKEKECNSFLIAVRLASLNQILDPWVYLLLRKILLRKFCQIRDHTNYASSSTSLPCPGSSVLMWSDQLER. The pKi is 7.3.